This data is from Forward reaction prediction with 1.9M reactions from USPTO patents (1976-2016). The task is: Predict the product of the given reaction. (1) The product is: [CH2:1]([O:8][C:9]1[CH:16]=[C:15]([O:17][CH2:18][CH2:19][O:20][CH3:21])[CH:14]=[CH:13][C:10]=1[CH2:11][CH:24]=[O:25])[C:2]1[CH:7]=[CH:6][CH:5]=[CH:4][CH:3]=1. Given the reactants [CH2:1]([O:8][C:9]1[CH:16]=[C:15]([O:17][CH2:18][CH2:19][O:20][CH3:21])[CH:14]=[CH:13][C:10]=1[CH:11]=O)[C:2]1[CH:7]=[CH:6][CH:5]=[CH:4][CH:3]=1.ClC[C:24](OCC)=[O:25].CC(C)([O-])C.[K+].[OH-].[Na+], predict the reaction product. (2) Given the reactants [CH3:1][O:2][C:3]([C:5]1[N:6]=[C:7]2[N:15]([CH2:16][C:17](=[O:24])[N:18]3[CH2:23][CH2:22][CH2:21][CH2:20][CH2:19]3)[CH:14]=[CH:13][N:8]2[C:9](=[O:12])[C:10]=1[OH:11])=[O:4].C([O-])([O-])=O.[K+].[K+].[CH2:31](Br)[C:32]1[CH:37]=[CH:36][CH:35]=[CH:34][CH:33]=1, predict the reaction product. The product is: [CH3:1][O:2][C:3]([C:5]1[N:6]=[C:7]2[N:15]([CH2:16][C:17](=[O:24])[N:18]3[CH2:23][CH2:22][CH2:21][CH2:20][CH2:19]3)[CH:14]=[CH:13][N:8]2[C:9](=[O:12])[C:10]=1[O:11][CH2:31][C:32]1[CH:37]=[CH:36][CH:35]=[CH:34][CH:33]=1)=[O:4].